This data is from Catalyst prediction with 721,799 reactions and 888 catalyst types from USPTO. The task is: Predict which catalyst facilitates the given reaction. Reactant: [O:1]1[CH:5]=[CH:4][CH:3]=[C:2]1[C:6]1[N:11]=[C:10]([NH2:12])[CH:9]=[C:8]([N:13]2[CH:17]=[CH:16][CH:15]=[N:14]2)[N:7]=1.C([Li])CCC.[C:23]1([C@H:29]2[CH2:31][C@@H:30]2[N:32]=[C:33]=[O:34])[CH:28]=[CH:27][CH:26]=[CH:25][CH:24]=1.O. Product: [O:1]1[CH:5]=[CH:4][CH:3]=[C:2]1[C:6]1[N:11]=[C:10]([NH:12][C:33]([NH:32][C@H:30]2[CH2:31][C@@H:29]2[C:23]2[CH:28]=[CH:27][CH:26]=[CH:25][CH:24]=2)=[O:34])[CH:9]=[C:8]([N:13]2[CH:17]=[CH:16][CH:15]=[N:14]2)[N:7]=1. The catalyst class is: 54.